From a dataset of Catalyst prediction with 721,799 reactions and 888 catalyst types from USPTO. Predict which catalyst facilitates the given reaction. (1) Reactant: C(OC([N:8]1[CH2:13][CH2:12][CH:11]([NH:14][C:15]2[N:24]=[C:23]([N:25]3[CH2:30][CH2:29][O:28][CH2:27][CH2:26]3)[C:22]3[C:17](=[CH:18][C:19]([O:33][CH3:34])=[C:20]([O:31][CH3:32])[CH:21]=3)[N:16]=2)[CH2:10][CH2:9]1)=O)(C)(C)C.[ClH:35]. Product: [ClH:35].[ClH:35].[CH3:32][O:31][C:20]1[CH:21]=[C:22]2[C:17](=[CH:18][C:19]=1[O:33][CH3:34])[N:16]=[C:15]([NH:14][CH:11]1[CH2:10][CH2:9][NH:8][CH2:13][CH2:12]1)[N:24]=[C:23]2[N:25]1[CH2:26][CH2:27][O:28][CH2:29][CH2:30]1. The catalyst class is: 714. (2) Reactant: [CH2:1]([O:3][C:4]([C:6]1([C:12]#[N:13])[CH2:11][CH2:10][CH2:9][CH2:8][CH2:7]1)=[O:5])[CH3:2].N. Product: [CH2:1]([O:3][C:4]([C:6]1([CH2:12][NH2:13])[CH2:11][CH2:10][CH2:9][CH2:8][CH2:7]1)=[O:5])[CH3:2]. The catalyst class is: 181. (3) The catalyst class is: 1. Reactant: [NH2:1][C:2]1[C:7]([CH3:8])=[CH:6][C:5]([OH:9])=[C:4]([CH3:10])[CH:3]=1.[CH3:11][C:12]([O:15][C:16](O[C:16]([O:15][C:12]([CH3:14])([CH3:13])[CH3:11])=[O:17])=[O:17])([CH3:14])[CH3:13]. Product: [C:12]([O:15][C:16](=[O:17])[NH:1][C:2]1[CH:3]=[C:4]([CH3:10])[C:5]([OH:9])=[CH:6][C:7]=1[CH3:8])([CH3:14])([CH3:13])[CH3:11].